Task: Predict the reaction yield, written as a fraction of the theoretical maximum amount of product (1.0 means a 100% yield; for example, 0.34 means a 34% yield).. Dataset: Reaction yield outcomes from USPTO patents with 853,638 reactions (1) The reactants are [CH3:1][C:2]1[C:3]([N+:10]([O-:12])=[O:11])=[C:4]([CH:7]=[CH:8][CH:9]=1)[CH2:5][OH:6].CC(OI1(OC(C)=O)(OC(C)=O)OC(=O)C2C=CC=CC1=2)=O. The catalyst is C(#N)C. The product is [CH3:1][C:2]1[C:3]([N+:10]([O-:12])=[O:11])=[C:4]([CH:7]=[CH:8][CH:9]=1)[CH:5]=[O:6]. The yield is 0.980. (2) The yield is 0.430. The product is [N:25]1[CH:26]=[CH:27][CH:28]=[CH:29][C:24]=1[O:23][CH2:22][C:21]1[CH:20]=[CH:19][C:18]([CH2:17][N:1]2[CH:5]=[C:4]([C:6]3[C:7]([NH2:13])=[N:8][C:9]([NH2:12])=[CH:10][CH:11]=3)[CH:3]=[N:2]2)=[CH:31][CH:30]=1. The catalyst is CN(C)C=O. The reactants are [NH:1]1[CH:5]=[C:4]([C:6]2[C:7]([NH2:13])=[N:8][C:9]([NH2:12])=[CH:10][CH:11]=2)[CH:3]=[N:2]1.[H-].[Na+].Cl[CH2:17][C:18]1[CH:31]=[CH:30][C:21]([CH2:22][O:23][C:24]2[CH:29]=[CH:28][CH:27]=[CH:26][N:25]=2)=[CH:20][CH:19]=1. (3) The reactants are [C:1]([C:5]1[CH:6]=[C:7]([CH:39]=[C:40]([C:42]([O:44][CH3:45])=[O:43])[CH:41]=1)[CH2:8][C:9]([CH2:16][CH2:17][CH2:18][S:19][C:20]([C:33]1[CH:38]=[CH:37][CH:36]=[CH:35][CH:34]=1)([C:27]1[CH:32]=[CH:31][CH:30]=[CH:29][CH:28]=1)[C:21]1[CH:26]=[CH:25][CH:24]=[CH:23][CH:22]=1)(C(O)=O)[C:10]([OH:12])=[O:11])([CH3:4])([CH3:3])[CH3:2]. The catalyst is CS(C)=O. The product is [C:1]([C:5]1[CH:6]=[C:7]([CH:39]=[C:40]([C:42]([O:44][CH3:45])=[O:43])[CH:41]=1)[CH2:8][CH:9]([CH2:16][CH2:17][CH2:18][S:19][C:20]([C:27]1[CH:28]=[CH:29][CH:30]=[CH:31][CH:32]=1)([C:33]1[CH:38]=[CH:37][CH:36]=[CH:35][CH:34]=1)[C:21]1[CH:26]=[CH:25][CH:24]=[CH:23][CH:22]=1)[C:10]([OH:12])=[O:11])([CH3:4])([CH3:2])[CH3:3]. The yield is 0.940. (4) The reactants are Cl[C:2]1[N:7]=[CH:6][N:5]=[C:4]([NH:8][C:9]2[CH:14]=[CH:13][CH:12]=[C:11]([NH2:15])[N:10]=2)[CH:3]=1.[CH3:16][C:17]1[CH:18]=[C:19]([OH:23])[CH:20]=[CH:21][CH:22]=1.C([O-])([O-])=O.[K+].[K+]. The catalyst is CN(C=O)C.CCOC(C)=O. The product is [CH3:16][C:17]1[CH:18]=[C:19]([CH:20]=[CH:21][CH:22]=1)[O:23][C:2]1[N:7]=[CH:6][N:5]=[C:4]([NH:8][C:9]2[CH:14]=[CH:13][CH:12]=[C:11]([NH2:15])[N:10]=2)[CH:3]=1. The yield is 0.750. (5) The reactants are [CH3:1][O:2][C:3]1[CH:4]=[C:5]([NH:11][C:12]2[C:13]3[N:41]=[CH:40][S:39][C:14]=3[N:15]=[C:16]([C:18]3[CH:19]=[C:20]([CH:36]=[CH:37][CH:38]=3)[C:21]([NH:23][C:24]3[CH:33]=[CH:32][C:27]([C:28]([O:30]C)=[O:29])=[C:26]([O:34][CH3:35])[CH:25]=3)=[O:22])[N:17]=2)[CH:6]=[CH:7][C:8]=1[O:9][CH3:10].[OH-].[Na+]. The catalyst is C1COCC1.CO. The product is [CH3:1][O:2][C:3]1[CH:4]=[C:5]([NH:11][C:12]2[C:13]3[N:41]=[CH:40][S:39][C:14]=3[N:15]=[C:16]([C:18]3[CH:19]=[C:20]([CH:36]=[CH:37][CH:38]=3)[C:21]([NH:23][C:24]3[CH:33]=[CH:32][C:27]([C:28]([OH:30])=[O:29])=[C:26]([O:34][CH3:35])[CH:25]=3)=[O:22])[N:17]=2)[CH:6]=[CH:7][C:8]=1[O:9][CH3:10]. The yield is 0.310. (6) The reactants are [CH3:1][O:2][C:3]1[CH:4]=[CH:5][C:6]2[N:10]=[C:9]([S:11]([CH2:13][C:14]3[C:19]([CH3:20])=[C:18]([O:21][CH3:22])[C:17]([CH3:23])=[CH:16][N:15]=3)=[O:12])[N:8](COC(=O)[C@@H](C3C=CC=CC=3)O)[C:7]=2[CH:36]=1.[OH-].[Na+].C(OC)=O. The catalyst is CO.O. The product is [CH3:1][O:2][C:3]1[CH:4]=[CH:5][C:6]2[NH:10][C:9]([S:11]([CH2:13][C:14]3[C:19]([CH3:20])=[C:18]([O:21][CH3:22])[C:17]([CH3:23])=[CH:16][N:15]=3)=[O:12])=[N:8][C:7]=2[CH:36]=1. The yield is 0.770. (7) The reactants are C(OC(N1CCCC1C1C=CC(N)=CC=1)=O)(C)(C)C.[N+:20]([C:23]1[CH:36]=[CH:35][C:26]([CH2:27][N:28]2[CH2:32][CH2:31][CH2:30][CH:29]2[CH:33]=[CH2:34])=[CH:25][CH:24]=1)([O-])=O. No catalyst specified. The product is [CH2:33]([CH:29]1[CH2:30][CH2:31][CH2:32][N:28]1[CH2:27][C:26]1[CH:25]=[CH:24][C:23]([NH2:20])=[CH:36][CH:35]=1)[CH3:34]. The yield is 0.440.